Dataset: Forward reaction prediction with 1.9M reactions from USPTO patents (1976-2016). Task: Predict the product of the given reaction. (1) Given the reactants [Cr](O[Cr]([O-])(=O)=O)([O-])(=O)=O.[NH+]1C=CC=CC=1.[NH+]1C=CC=CC=1.[CH3:22][CH:23]([CH:27]([CH3:34])[CH:28]([CH3:33])[C:29]([CH3:32])([CH3:31])[CH3:30])[CH:24]([OH:26])[CH3:25], predict the reaction product. The product is: [CH3:22][CH:23]([CH:27]([CH3:34])[CH:28]([CH3:33])[C:29]([CH3:30])([CH3:32])[CH3:31])[C:24](=[O:26])[CH3:25]. (2) Given the reactants NC(CO)(CO)CO.C(N(CCO)CCO)CO.[CH2:19]([C:23](O)(C(O)=O)[CH2:24][C:25]([OH:27])=[O:26])[C:20](O)=O.[OH-].[Na+].Cl.[OH:35][C:36]([CH2:38][CH2:39][CH2:40][CH2:41][CH2:42][CH2:43][CH2:44][CH2:45][CH3:46])=[O:37], predict the reaction product. The product is: [OH:37][C:36]([CH2:38][CH2:39][CH2:40][CH2:41][CH2:42][CH2:43][CH2:44][CH2:45][CH3:46])=[O:35].[C:25]([OH:27])(=[O:26])[CH2:24][CH2:23][CH2:19][CH2:20][CH2:36][CH2:38][CH2:39][CH2:40][CH2:41][CH2:42][CH3:43]. (3) Given the reactants [O:1]=[C:2]1[CH2:7][CH2:6][CH:5]([C:8]([O:10]CC)=[O:9])[CH2:4][CH2:3]1.[OH-].[K+].Cl, predict the reaction product. The product is: [O:1]=[C:2]1[CH2:7][CH2:6][CH:5]([C:8]([OH:10])=[O:9])[CH2:4][CH2:3]1.